From a dataset of Peptide-MHC class II binding affinity with 134,281 pairs from IEDB. Regression. Given a peptide amino acid sequence and an MHC pseudo amino acid sequence, predict their binding affinity value. This is MHC class II binding data. (1) The peptide sequence is QVESTAGSLQGQWRG. The MHC is DRB3_0101 with pseudo-sequence DRB3_0101. The binding affinity (normalized) is 0.0796. (2) The peptide sequence is DSEEPLQGPFNFRFL. The MHC is HLA-DQA10301-DQB10302 with pseudo-sequence HLA-DQA10301-DQB10302. The binding affinity (normalized) is 0.189. (3) The peptide sequence is AVTFVNAPAFAAERG. The MHC is DRB3_0101 with pseudo-sequence DRB3_0101. The binding affinity (normalized) is 0.471.